The task is: Predict the reactants needed to synthesize the given product.. This data is from Full USPTO retrosynthesis dataset with 1.9M reactions from patents (1976-2016). (1) The reactants are: [Br:1][C:2]1[CH:7]=[CH:6][C:5]([CH:8]([OH:10])[CH3:9])=[C:4]([F:11])[CH:3]=1.[C:12]1(P([C:12]2[CH:17]=[CH:16][CH:15]=[CH:14][CH:13]=2)[C:12]2[CH:17]=[CH:16][CH:15]=[CH:14][CH:13]=2)[CH:17]=[CH:16][CH:15]=[CH:14][CH:13]=1.C1(O)C=CC=CC=1.N(C(OC(C)C)=O)=NC(OC(C)C)=O. Given the product [Br:1][C:2]1[CH:7]=[CH:6][C:5]([CH:8]([O:10][C:12]2[CH:17]=[CH:16][CH:15]=[CH:14][CH:13]=2)[CH3:9])=[C:4]([F:11])[CH:3]=1, predict the reactants needed to synthesize it. (2) Given the product [Cl:20][C:17]1[CH:18]=[CH:19][C:14]([NH:13][C:11]2[CH:10]=[CH:9][CH:8]=[C:7]([C:4]3[O:3][C:2]([C:23]4[CH:24]=[CH:25][S:21][CH:22]=4)=[N:6][CH:5]=3)[N:12]=2)=[N:15][CH:16]=1, predict the reactants needed to synthesize it. The reactants are: Cl[C:2]1[O:3][C:4]([C:7]2[N:12]=[C:11]([NH:13][C:14]3[CH:19]=[CH:18][C:17]([Cl:20])=[CH:16][N:15]=3)[CH:10]=[CH:9][CH:8]=2)=[CH:5][N:6]=1.[S:21]1[CH:25]=[CH:24][C:23](B(O)O)=[CH:22]1.C([O-])([O-])=O.[K+].[K+].